From a dataset of Catalyst prediction with 721,799 reactions and 888 catalyst types from USPTO. Predict which catalyst facilitates the given reaction. (1) Reactant: C(OC([NH:8][C:9]1[NH:37][CH2:36][C:35]2[CH:38]=[C:39]([Cl:40])[C:32](=[C:33]([Cl:41])[CH:34]=2)[NH:31][C:30](=[O:42])[CH2:29][N:28](C(OC(C)(C)C)=O)[CH2:27][CH2:26][CH2:25][CH:24]=[CH:23][CH2:22][O:21][C:20]2[CH:50]=[CH:51][C:17](=[CH:18][CH:19]=2)[C:16]2[C:12](=[C:13]([CH3:52])[S:14][N:15]=2)[C:11](=[O:53])[N:10]=1)=O)(C)(C)C.[H][H]. Product: [NH2:8][C:9]1[NH:37][CH2:36][C:35]2[CH:34]=[C:33]([Cl:41])[C:32](=[C:39]([Cl:40])[CH:38]=2)[NH:31][C:30](=[O:42])[CH2:29][NH:28][CH2:27][CH2:26][CH2:25][CH2:24][CH2:23][CH2:22][O:21][C:20]2[CH:19]=[CH:18][C:17](=[CH:51][CH:50]=2)[C:16]2[C:12](=[C:13]([CH3:52])[S:14][N:15]=2)[C:11](=[O:53])[N:10]=1. The catalyst class is: 19. (2) Reactant: [CH2:1]1[CH:9]2[N:4]([CH2:5][CH2:6][CH:7]([C:10]3[C:18]4[C:13](=[N:14][CH:15]=[CH:16][CH:17]=4)[NH:12][CH:11]=3)[CH2:8]2)[CH2:3][CH2:2]1.[C:19]1([S:25](Cl)(=[O:27])=[O:26])[CH:24]=[CH:23][CH:22]=[CH:21][CH:20]=1.C[Si]([N-][Si](C)(C)C)(C)C.[Na+]. Product: [CH2:1]1[CH:9]2[N:4]([CH2:5][CH2:6][CH:7]([C:10]3[C:18]4[C:13](=[N:14][CH:15]=[CH:16][CH:17]=4)[N:12]([S:25]([C:19]4[CH:24]=[CH:23][CH:22]=[CH:21][CH:20]=4)(=[O:27])=[O:26])[CH:11]=3)[CH2:8]2)[CH2:3][CH2:2]1. The catalyst class is: 1. (3) Reactant: [F:1][C:2]1[CH:3]=[C:4]([NH2:18])[CH:5]=[CH:6][C:7]=1[O:8][C:9]1[C:10]2[N:11]([CH:15]=[CH:16][CH:17]=2)[N:12]=[CH:13][CH:14]=1.[CH3:19][N:20]1[C:24]([CH3:25])=[C:23]([C:26](O)=[O:27])[C:22](=[O:29])[N:21]1[C:30]1[CH:35]=[CH:34][CH:33]=[CH:32][CH:31]=1.CN(C(ON1N=NC2C=CC=NC1=2)=[N+](C)C)C.F[P-](F)(F)(F)(F)F.C(N(CC)CC)C. Product: [F:1][C:2]1[CH:3]=[C:4]([NH:18][C:26]([C:23]2[C:22](=[O:29])[N:21]([C:30]3[CH:31]=[CH:32][CH:33]=[CH:34][CH:35]=3)[N:20]([CH3:19])[C:24]=2[CH3:25])=[O:27])[CH:5]=[CH:6][C:7]=1[O:8][C:9]1[C:10]2[N:11]([CH:15]=[CH:16][CH:17]=2)[N:12]=[CH:13][CH:14]=1. The catalyst class is: 9. (4) Reactant: [CH2:1]([O:8][C:9]([CH3:29])([CH3:28])/[CH:10]=[CH:11]/[CH2:12][C@:13]1([C:18]([O:20]CC2C=CC=CC=2)=[O:19])[CH2:16][C:15](=[O:17])[O:14]1)[C:2]1[CH:7]=[CH:6][CH:5]=[CH:4][CH:3]=1.C([SiH](CC)CC)C. Product: [CH2:1]([O:8][C:9]([CH3:29])([CH3:28])/[CH:10]=[CH:11]/[CH2:12][C@:13]1([C:18]([OH:20])=[O:19])[CH2:16][C:15](=[O:17])[O:14]1)[C:2]1[CH:7]=[CH:6][CH:5]=[CH:4][CH:3]=1. The catalyst class is: 318. (5) Reactant: [C:1]([O:5][C:6]([N:8]1[CH2:12][C@@H:11]([CH2:13][N:14]([CH:31]([CH3:33])[CH3:32])[C:15](=[O:30])[C:16]2[CH:21]=[CH:20][C:19]([O:22][CH3:23])=[C:18]([O:24][CH2:25][CH2:26][CH2:27][O:28][CH3:29])[CH:17]=2)[C@H:10]([NH:34][S:35]([CH2:38][C:39]2[CH:44]=[CH:43][CH:42]=[C:41]([NH2:45])[CH:40]=2)(=[O:37])=[O:36])[CH2:9]1)=[O:7])([CH3:4])([CH3:3])[CH3:2].[C:46](Cl)(=[O:48])[CH3:47].CCN(CC)CC.C([O-])(O)=O.[Na+]. Product: [C:1]([O:5][C:6]([N:8]1[CH2:12][C@@H:11]([CH2:13][N:14]([CH:31]([CH3:33])[CH3:32])[C:15](=[O:30])[C:16]2[CH:21]=[CH:20][C:19]([O:22][CH3:23])=[C:18]([O:24][CH2:25][CH2:26][CH2:27][O:28][CH3:29])[CH:17]=2)[C@H:10]([NH:34][S:35]([CH2:38][C:39]2[CH:44]=[CH:43][CH:42]=[C:41]([NH:45][C:46](=[O:48])[CH3:47])[CH:40]=2)(=[O:36])=[O:37])[CH2:9]1)=[O:7])([CH3:3])([CH3:4])[CH3:2]. The catalyst class is: 2.